From a dataset of Forward reaction prediction with 1.9M reactions from USPTO patents (1976-2016). Predict the product of the given reaction. (1) Given the reactants [F:1][C:2]1[C:11]([O:12][CH3:13])=[CH:10][C:9]([O:14][CH3:15])=[C:8]([F:16])[C:3]=1[C:4](OC)=[O:5].[BH4-].[Li+].Cl, predict the reaction product. The product is: [F:1][C:2]1[C:11]([O:12][CH3:13])=[CH:10][C:9]([O:14][CH3:15])=[C:8]([F:16])[C:3]=1[CH2:4][OH:5]. (2) Given the reactants [S:1]([N:17](S(C1C2C=CC=C(N(C)C)C=2C=CC=1)(=O)=O)[CH2:18][CH2:19][S:20][S:21][CH2:22][CH2:23][NH2:24])([C:4]1[C:16]2[CH:15]=[CH:14][CH:13]=[C:9]([N:10]([CH3:12])[CH3:11])[C:8]=2[CH:7]=[CH:6][CH:5]=1)(=[O:3])=[O:2].C(C(O)=O)CP(CCC(O)=O)CCC(O)=O.Br[C:58]1[C:59]([NH:61][C:62](=[O:64])[CH:63]=1)=[O:60], predict the reaction product. The product is: [S:1]([NH:17][CH2:18][CH2:19][S:20][S:21][CH2:22][CH2:23][NH2:24])([C:4]1[C:16]2[CH:15]=[CH:14][CH:13]=[C:9]([N:10]([CH3:12])[CH3:11])[C:8]=2[CH:7]=[CH:6][CH:5]=1)(=[O:2])=[O:3].[C:59]1(=[O:60])[NH:61][C:62](=[O:64])[CH:63]=[CH:58]1. (3) Given the reactants [Cl:1][C:2]1[CH:3]=[C:4]2[C:9](=[CH:10][CH:11]=1)[C:8](=[O:12])[N:7]([CH2:13][C:14]1[CH:19]=[CH:18][C:17]([S:20]([CH3:23])(=[O:22])=[O:21])=[CH:16][CH:15]=1)[C:6]([CH:24]([OH:27])[CH2:25][CH3:26])=[C:5]2[C:28]1[CH:33]=[CH:32][CH:31]=[CH:30][CH:29]=1.C1COCC1.C(OC(C)C)(C)C, predict the reaction product. The product is: [Cl:1][C:2]1[CH:3]=[C:4]2[C:9](=[CH:10][CH:11]=1)[C:8](=[O:12])[N:7]([CH2:13][C:14]1[CH:15]=[CH:16][C:17]([S:20]([CH3:23])(=[O:21])=[O:22])=[CH:18][CH:19]=1)[C:6]([C:24](=[O:27])[CH2:25][CH3:26])=[C:5]2[C:28]1[CH:29]=[CH:30][CH:31]=[CH:32][CH:33]=1. (4) Given the reactants C12(C3C=CC(OCC(N[C:20]4[CH:21]=[C:22]([CH:26]=[CH:27][CH:28]=4)[C:23](O)=[O:24])=O)=CC=3)CC3CC(CC(C3)C1)C2.FC(F)(F)C1C=C([NH2:39])C=CC=1.C(Cl)CCl.C1C=CC2N(O)N=NC=2C=1.CCN(C(C)C)C(C)C, predict the reaction product. The product is: [C:23]([NH2:39])(=[O:24])[C:22]1[CH:26]=[CH:27][CH:28]=[CH:20][CH:21]=1. (5) Given the reactants [Cl:1][C:2]1[C:10]([Cl:11])=[CH:9][CH:8]=[CH:7][C:3]=1[C:4]([OH:6])=O.[CH:12]1([C:15]2[N:20]=[CH:19][C:18]([CH:21]([CH2:24][C:25]3([C:28]([F:31])([F:30])[F:29])[CH2:27][CH2:26]3)[CH2:22][NH2:23])=[CH:17][CH:16]=2)[CH2:14][CH2:13]1, predict the reaction product. The product is: [Cl:1][C:2]1[C:10]([Cl:11])=[CH:9][CH:8]=[CH:7][C:3]=1[C:4]([NH:23][CH2:22][CH:21]([C:18]1[CH:19]=[N:20][C:15]([CH:12]2[CH2:13][CH2:14]2)=[CH:16][CH:17]=1)[CH2:24][C:25]1([C:28]([F:29])([F:30])[F:31])[CH2:27][CH2:26]1)=[O:6]. (6) Given the reactants [CH3:1][C:2]1[C:7]2[C:8](=[O:13])[O:9][C:10](=[O:12])[NH:11][C:6]=2[CH:5]=[CH:4][C:3]=1[N+:14]([O-])=O.C(OC(OC(OC(C)(C)C)=O)=O)(C)(C)C.[H][H], predict the reaction product. The product is: [NH2:14][C:3]1[CH:4]=[CH:5][C:6]2[NH:11][C:10](=[O:12])[O:9][C:8](=[O:13])[C:7]=2[C:2]=1[CH3:1]. (7) Given the reactants [Br:1][C:2]1[CH:7]=[CH:6][C:5]([C:8]2[O:9][C:10]([CH3:20])=[C:11]([CH2:13][CH2:14]OS(C)(=O)=O)[N:12]=2)=[CH:4][CH:3]=1.C(=O)([O-])[O-].[K+].[K+].[I-].[K+].CC1C=CC(S(O)(=O)=O)=CC=1.[F:40][CH2:41][C@H:42]1[CH2:46][CH2:45][NH:44][CH2:43]1, predict the reaction product. The product is: [Br:1][C:2]1[CH:7]=[CH:6][C:5]([C:8]2[O:9][C:10]([CH3:20])=[C:11]([CH2:13][CH2:14][N:44]3[CH2:45][CH2:46][C@H:42]([CH2:41][F:40])[CH2:43]3)[N:12]=2)=[CH:4][CH:3]=1. (8) The product is: [CH2:1]([O:3][C:4]1[CH:5]=[C:6]([CH:9]=[C:10]([O:18][CH2:19][CH3:20])[C:11]=1[N:12]1[CH2:17][CH2:16][O:15][CH2:14][CH2:13]1)[CH2:7][N:37]1[CH2:36][C:35]2([CH2:46][C:32]([N:29]3[CH2:30][CH2:31][C:26]([CH3:47])([C:24]([O:23][CH2:21][CH3:22])=[O:25])[CH2:27][CH2:28]3)=[N:33][O:34]2)[CH2:38]1)[CH3:2]. Given the reactants [CH2:1]([O:3][C:4]1[CH:5]=[C:6]([CH:9]=[C:10]([O:18][CH2:19][CH3:20])[C:11]=1[N:12]1[CH2:17][CH2:16][O:15][CH2:14][CH2:13]1)[CH:7]=O)[CH3:2].[CH2:21]([O:23][C:24]([C:26]1([CH3:47])[CH2:31][CH2:30][N:29]([C:32]2[CH2:46][C:35]3([CH2:38][N:37](C(OC(C)(C)C)=O)[CH2:36]3)[O:34][N:33]=2)[CH2:28][CH2:27]1)=[O:25])[CH3:22], predict the reaction product.